Predict the product of the given reaction. From a dataset of Forward reaction prediction with 1.9M reactions from USPTO patents (1976-2016). (1) Given the reactants [H-].[Na+].[Br:3][C:4]1[CH:9]=[CH:8][C:7]([N:10]2[C:21]3[C:13](=[C:14]4[N:18]([C:19](=[O:23])[C:20]=3[F:22])[CH2:17][CH2:16][CH2:15]4)[NH:12][C:11]2=[O:24])=[C:6]([F:25])[CH:5]=1.[CH3:26][C:27]([O:30][C:31](O[C:31]([O:30][C:27]([CH3:29])([CH3:28])[CH3:26])=[O:32])=[O:32])([CH3:29])[CH3:28], predict the reaction product. The product is: [C:27]([O:30][C:31]([N:12]1[C:13]2[C:21](=[C:20]([F:22])[C:19](=[O:23])[N:18]3[C:14]=2[CH2:15][CH2:16][CH2:17]3)[N:10]([C:7]2[CH:8]=[CH:9][C:4]([Br:3])=[CH:5][C:6]=2[F:25])[C:11]1=[O:24])=[O:32])([CH3:29])([CH3:28])[CH3:26]. (2) Given the reactants C([O:3][C:4](=O)[CH2:5][C:6]([C@@H:8]1[CH2:13][CH2:12][N:11]([C:14]([O:16][CH3:17])=[O:15])[C@@H:10]([C:18]2[CH:23]=[CH:22][C:21]([O:24][C:25]([F:28])([F:27])[F:26])=[CH:20][C:19]=2[F:29])[CH2:9]1)=[O:7])C.[OH-].[Na+].[NH2:33]O.Cl, predict the reaction product. The product is: [F:29][C:19]1[CH:20]=[C:21]([O:24][C:25]([F:28])([F:27])[F:26])[CH:22]=[CH:23][C:18]=1[C@H:10]1[CH2:9][C@H:8]([C:6]2[O:7][NH:33][C:4](=[O:3])[CH:5]=2)[CH2:13][CH2:12][N:11]1[C:14]([O:16][CH3:17])=[O:15]. (3) Given the reactants [Cl:1][C:2]1[CH:3]=[C:4]([CH:8]=[CH:9][C:10]=1[C:11](=[O:26])[NH:12][C:13]1[CH:18]=[CH:17][C:16]([Cl:19])=[C:15]([C:20]2[CH:25]=[CH:24][CH:23]=[CH:22][N:21]=2)[CH:14]=1)[C:5]([OH:7])=O.[Cl:27][C:28]1[N:33]=[CH:32][C:31]([NH2:34])=[CH:30][CH:29]=1, predict the reaction product. The product is: [Cl:1][C:2]1[CH:3]=[C:4]([C:5]([NH:34][C:31]2[CH:32]=[N:33][C:28]([Cl:27])=[CH:29][CH:30]=2)=[O:7])[CH:8]=[CH:9][C:10]=1[C:11]([NH:12][C:13]1[CH:18]=[CH:17][C:16]([Cl:19])=[C:15]([C:20]2[CH:25]=[CH:24][CH:23]=[CH:22][N:21]=2)[CH:14]=1)=[O:26]. (4) Given the reactants Br[CH:2]([CH2:6][C:7]1[CH:12]=[CH:11][CH:10]=[C:9]([Br:13])[CH:8]=1)[C:3](=O)[CH3:4].[NH2:14][C:15](=[S:21])[C:16]([O:18][CH2:19][CH3:20])=[O:17], predict the reaction product. The product is: [Br:13][C:9]1[CH:8]=[C:7]([CH:12]=[CH:11][CH:10]=1)[CH2:6][C:2]1[S:21][C:15]([C:16]([O:18][CH2:19][CH3:20])=[O:17])=[N:14][C:3]=1[CH3:4]. (5) Given the reactants [C:1]1([C:7]2[C:12]([C:13]([O:15]C)=[O:14])=[CH:11][N:10]=[CH:9][CH:8]=2)[CH:6]=[CH:5][CH:4]=[CH:3][CH:2]=1.[OH-].[Na+].Cl, predict the reaction product. The product is: [C:1]1([C:7]2[C:12]([C:13]([OH:15])=[O:14])=[CH:11][N:10]=[CH:9][CH:8]=2)[CH:2]=[CH:3][CH:4]=[CH:5][CH:6]=1. (6) Given the reactants [NH2:1][CH2:2][CH:3]([C:5]1[CH:6]=[CH:7][C:8]([OH:16])=[C:9]([NH:11][S:12]([CH3:15])(=[O:14])=[O:13])[CH:10]=1)[OH:4].[CH2:17]([NH:24][S:25]([C:28]1[CH:33]=[CH:32][C:31]([N:34]2[CH2:39][CH2:38][C:37](=O)[CH2:36][CH2:35]2)=[CH:30][CH:29]=1)(=[O:27])=[O:26])[C:18]1[CH:23]=[CH:22][CH:21]=[CH:20][CH:19]=1, predict the reaction product. The product is: [CH2:17]([NH:24][S:25]([C:28]1[CH:33]=[CH:32][C:31]([N:34]2[CH2:39][CH2:38][CH:37]([NH:1][CH2:2][CH:3]([OH:4])[C:5]3[CH:6]=[CH:7][C:8]([OH:16])=[C:9]([NH:11][S:12]([CH3:15])(=[O:14])=[O:13])[CH:10]=3)[CH2:36][CH2:35]2)=[CH:30][CH:29]=1)(=[O:26])=[O:27])[C:18]1[CH:19]=[CH:20][CH:21]=[CH:22][CH:23]=1. (7) Given the reactants [CH2:1]([NH2:13])[CH2:2][CH2:3][CH2:4][CH2:5][CH2:6][CH2:7][CH2:8][CH2:9][CH2:10][CH2:11][CH3:12].[CH2:14]([N:26]=[C:27]=[O:28])[CH2:15][CH2:16][CH2:17][CH2:18][CH2:19][CH2:20][CH2:21][CH2:22][CH2:23][CH2:24][CH3:25], predict the reaction product. The product is: [CH2:1]([NH:13][C:27](=[O:28])[NH:26][CH2:14][CH2:15][CH2:16][CH2:17][CH2:18][CH2:19][CH2:20][CH2:21][CH2:22][CH2:23][CH2:24][CH3:25])[CH2:2][CH2:3][CH2:4][CH2:5][CH2:6][CH2:7][CH2:8][CH2:9][CH2:10][CH2:11][CH3:12].